From a dataset of NCI-60 drug combinations with 297,098 pairs across 59 cell lines. Regression. Given two drug SMILES strings and cell line genomic features, predict the synergy score measuring deviation from expected non-interaction effect. (1) Drug 1: C1=CC(=CC=C1CC(C(=O)O)N)N(CCCl)CCCl.Cl. Drug 2: CC1=C(C(=O)C2=C(C1=O)N3CC4C(C3(C2COC(=O)N)OC)N4)N. Cell line: HOP-92. Synergy scores: CSS=16.2, Synergy_ZIP=-1.86, Synergy_Bliss=4.10, Synergy_Loewe=0.294, Synergy_HSA=2.86. (2) Drug 1: C(=O)(N)NO. Drug 2: C(CN)CNCCSP(=O)(O)O. Cell line: HCT116. Synergy scores: CSS=-1.48, Synergy_ZIP=2.55, Synergy_Bliss=1.10, Synergy_Loewe=5.55, Synergy_HSA=-1.61. (3) Drug 1: C1CCC(C1)C(CC#N)N2C=C(C=N2)C3=C4C=CNC4=NC=N3. Drug 2: CC1C(C(CC(O1)OC2CC(CC3=C2C(=C4C(=C3O)C(=O)C5=CC=CC=C5C4=O)O)(C(=O)C)O)N)O. Cell line: LOX IMVI. Synergy scores: CSS=48.2, Synergy_ZIP=-0.895, Synergy_Bliss=-1.74, Synergy_Loewe=-17.4, Synergy_HSA=0.225. (4) Drug 1: C1CN(CCN1C(=O)CCBr)C(=O)CCBr. Drug 2: CCC1(C2=C(COC1=O)C(=O)N3CC4=CC5=C(C=CC(=C5CN(C)C)O)N=C4C3=C2)O.Cl. Cell line: UACC62. Synergy scores: CSS=60.7, Synergy_ZIP=-6.09, Synergy_Bliss=-3.34, Synergy_Loewe=-1.99, Synergy_HSA=1.18. (5) Drug 1: C1C(C(OC1N2C=C(C(=O)NC2=O)F)CO)O. Drug 2: COC1=C2C(=CC3=C1OC=C3)C=CC(=O)O2. Cell line: M14. Synergy scores: CSS=10.2, Synergy_ZIP=-2.41, Synergy_Bliss=-0.567, Synergy_Loewe=-50.7, Synergy_HSA=-3.65. (6) Drug 1: C1=NC2=C(N=C(N=C2N1C3C(C(C(O3)CO)O)F)Cl)N. Drug 2: CC1=C(C(=CC=C1)Cl)NC(=O)C2=CN=C(S2)NC3=CC(=NC(=N3)C)N4CCN(CC4)CCO. Cell line: UO-31. Synergy scores: CSS=6.26, Synergy_ZIP=-3.50, Synergy_Bliss=-1.73, Synergy_Loewe=0.288, Synergy_HSA=0.634.